Dataset: NCI-60 drug combinations with 297,098 pairs across 59 cell lines. Task: Regression. Given two drug SMILES strings and cell line genomic features, predict the synergy score measuring deviation from expected non-interaction effect. (1) Drug 1: CC1C(C(=O)NC(C(=O)N2CCCC2C(=O)N(CC(=O)N(C(C(=O)O1)C(C)C)C)C)C(C)C)NC(=O)C3=C4C(=C(C=C3)C)OC5=C(C(=O)C(=C(C5=N4)C(=O)NC6C(OC(=O)C(N(C(=O)CN(C(=O)C7CCCN7C(=O)C(NC6=O)C(C)C)C)C)C(C)C)C)N)C. Drug 2: C1=CN(C=N1)CC(O)(P(=O)(O)O)P(=O)(O)O. Cell line: SW-620. Synergy scores: CSS=16.2, Synergy_ZIP=-4.26, Synergy_Bliss=0.865, Synergy_Loewe=-8.78, Synergy_HSA=0.00200. (2) Drug 1: C1CC(=O)NC(=O)C1N2C(=O)C3=CC=CC=C3C2=O. Drug 2: CC12CCC3C(C1CCC2OP(=O)(O)O)CCC4=C3C=CC(=C4)OC(=O)N(CCCl)CCCl.[Na+]. Cell line: MCF7. Synergy scores: CSS=-9.37, Synergy_ZIP=5.56, Synergy_Bliss=3.24, Synergy_Loewe=-4.75, Synergy_HSA=-6.63. (3) Drug 1: CS(=O)(=O)C1=CC(=C(C=C1)C(=O)NC2=CC(=C(C=C2)Cl)C3=CC=CC=N3)Cl. Drug 2: CN1C2=C(C=C(C=C2)N(CCCl)CCCl)N=C1CCCC(=O)O.Cl. Cell line: SNB-75. Synergy scores: CSS=2.75, Synergy_ZIP=0.577, Synergy_Bliss=2.61, Synergy_Loewe=-0.0450, Synergy_HSA=0.452.